From a dataset of NCI-60 drug combinations with 297,098 pairs across 59 cell lines. Regression. Given two drug SMILES strings and cell line genomic features, predict the synergy score measuring deviation from expected non-interaction effect. (1) Drug 1: COC1=C(C=C2C(=C1)N=CN=C2NC3=CC(=C(C=C3)F)Cl)OCCCN4CCOCC4. Drug 2: C(CC(=O)O)C(=O)CN.Cl. Cell line: HCT116. Synergy scores: CSS=13.5, Synergy_ZIP=-2.75, Synergy_Bliss=5.08, Synergy_Loewe=4.34, Synergy_HSA=6.46. (2) Synergy scores: CSS=-0.916, Synergy_ZIP=-0.681, Synergy_Bliss=-3.74, Synergy_Loewe=-4.10, Synergy_HSA=-4.63. Drug 2: CC(C)NC(=O)C1=CC=C(C=C1)CNNC.Cl. Drug 1: CNC(=O)C1=CC=CC=C1SC2=CC3=C(C=C2)C(=NN3)C=CC4=CC=CC=N4. Cell line: HOP-92. (3) Drug 1: CN1CCC(CC1)COC2=C(C=C3C(=C2)N=CN=C3NC4=C(C=C(C=C4)Br)F)OC. Drug 2: C1C(C(OC1N2C=NC3=C(N=C(N=C32)Cl)N)CO)O. Cell line: UACC62. Synergy scores: CSS=6.53, Synergy_ZIP=-2.70, Synergy_Bliss=-0.315, Synergy_Loewe=0.226, Synergy_HSA=0.607.